From a dataset of Catalyst prediction with 721,799 reactions and 888 catalyst types from USPTO. Predict which catalyst facilitates the given reaction. Reactant: C(OC(=O)[NH:7][C:8]1[CH:13]=[C:12]([O:14][C:15]2[N:20]=[C:19]3[S:21][C:22]([NH:24][C:25](=[O:28])[CH2:26][CH3:27])=[N:23][C:18]3=[CH:17][CH:16]=2)[C:11]([Cl:29])=[CH:10][C:9]=1[F:30])(C)(C)C. Product: [NH2:7][C:8]1[C:9]([F:30])=[CH:10][C:11]([Cl:29])=[C:12]([CH:13]=1)[O:14][C:15]1[N:20]=[C:19]2[S:21][C:22]([NH:24][C:25](=[O:28])[CH2:26][CH3:27])=[N:23][C:18]2=[CH:17][CH:16]=1. The catalyst class is: 55.